From a dataset of Forward reaction prediction with 1.9M reactions from USPTO patents (1976-2016). Predict the product of the given reaction. (1) Given the reactants [NH:1]1[CH2:6][CH2:5][O:4][CH2:3][CH2:2]1.Cl[CH2:8][C:9]([O:11][CH:12]1[C:13]([O:55][CH:56]([O:58][CH2:59][CH3:60])[CH3:57])([CH3:54])[CH2:14][CH2:15][CH:16]([O:48][CH:49]([O:51][CH2:52][CH3:53])[CH3:50])[CH2:17][C:18]([O:20][CH:21](/[C:26](/[CH3:47])=[CH:27]/[CH:28]=[CH:29]/[CH:30]([CH3:46])[CH2:31][CH:32]2[O:45][CH:33]2[CH:34]([CH3:44])[CH:35]([O:38][CH:39]([O:41][CH2:42][CH3:43])[CH3:40])[CH2:36][CH3:37])[CH:22]([CH3:25])[CH:23]=[CH:24]1)=[O:19])=[O:10].C(OCC)(=O)C.O, predict the reaction product. The product is: [CH2:52]([O:51][CH:49]([O:48][CH:16]1[CH2:15][CH2:14][C:13]([O:55][CH:56]([O:58][CH2:59][CH3:60])[CH3:57])([CH3:54])[CH:12]([O:11][C:9](=[O:10])[CH2:8][N:1]2[CH2:6][CH2:5][O:4][CH2:3][CH2:2]2)[CH:24]=[CH:23][CH:22]([CH3:25])[CH:21](/[C:26](/[CH3:47])=[CH:27]/[CH:28]=[CH:29]/[CH:30]([CH3:46])[CH2:31][CH:32]2[O:45][CH:33]2[CH:34]([CH3:44])[CH:35]([O:38][CH:39]([O:41][CH2:42][CH3:43])[CH3:40])[CH2:36][CH3:37])[O:20][C:18](=[O:19])[CH2:17]1)[CH3:50])[CH3:53]. (2) Given the reactants [F:1][C:2]1[CH:7]=[C:6]([CH3:8])[C:5]([S:9][CH2:10][C:11]([F:14])([F:13])[F:12])=[CH:4][C:3]=1[N:15]1[C:19]([CH3:20])=[CH:18][C:17]([O:21][CH2:22][C:23]([F:29])([F:28])[C:24]([F:27])([F:26])[F:25])=[N:16]1.ClC1C=CC=C(C(OO)=[O:38])C=1, predict the reaction product. The product is: [F:1][C:2]1[CH:7]=[C:6]([CH3:8])[C:5]([S:9]([CH2:10][C:11]([F:12])([F:13])[F:14])=[O:38])=[CH:4][C:3]=1[N:15]1[C:19]([CH3:20])=[CH:18][C:17]([O:21][CH2:22][C:23]([F:28])([F:29])[C:24]([F:25])([F:26])[F:27])=[N:16]1. (3) Given the reactants [CH2:1]([O:3][C:4]([C:6]1[C:10]([CH:11]=[CH:12][C:13]2[CH:18]=[CH:17][CH:16]=[CH:15][CH:14]=2)=[CH:9][S:8][C:7]=1[NH:19]C(OC(C)(C)C)=O)=[O:5])[CH3:2].FC(F)(F)C(O)=O.C([O-])(O)=O.[Na+], predict the reaction product. The product is: [CH2:1]([O:3][C:4]([C:6]1[C:10]([CH:11]=[CH:12][C:13]2[CH:18]=[CH:17][CH:16]=[CH:15][CH:14]=2)=[CH:9][S:8][C:7]=1[NH2:19])=[O:5])[CH3:2]. (4) Given the reactants [O:1]1[C:5]2[CH:6]=[CH:7][CH:8]=[CH:9][C:4]=2[N:3]=[C:2]1[CH:10]([OH:38])[CH:11]([NH:14][C:15](=[O:37])[CH:16]([NH:24][C:25](=[N:32][S:33]([CH3:36])(=[O:35])=[O:34])[C:26]1[CH:31]=[CH:30][CH:29]=[CH:28][CH:27]=1)[CH2:17][CH:18]1[CH2:23][CH2:22][CH2:21][CH2:20][CH2:19]1)[CH2:12][CH3:13].CC(OI1(OC(C)=O)(OC(C)=O)OC(=O)C2C=CC=CC1=2)=O.S([O-])([O-])(=O)=S.[Na+].[Na+].C(=O)(O)[O-].[Na+], predict the reaction product. The product is: [O:1]1[C:5]2[CH:6]=[CH:7][CH:8]=[CH:9][C:4]=2[N:3]=[C:2]1[C:10]([CH:11]([NH:14][C:15](=[O:37])[C@@H:16]([NH:24][C:25](=[N:32][S:33]([CH3:36])(=[O:35])=[O:34])[C:26]1[CH:31]=[CH:30][CH:29]=[CH:28][CH:27]=1)[CH2:17][CH:18]1[CH2:19][CH2:20][CH2:21][CH2:22][CH2:23]1)[CH2:12][CH3:13])=[O:38]. (5) Given the reactants [C:1]([C:4]1[CH:9]=[CH:8][C:7]([N:10]=[C:11]2[S:15][CH2:14][C:13]3([CH2:19][CH2:18][CH2:17][CH2:16]3)[N:12]2[CH:20]2[CH2:24][CH2:23][CH2:22][CH2:21]2)=[C:6]([CH2:25][CH3:26])[CH:5]=1)(O)=[O:2].C[Li].[CH3:29][Si](Cl)(C)C.Cl.C([O-])(O)=O.[Na+], predict the reaction product. The product is: [C:1]([C:4]1[CH:9]=[CH:8][C:7]([N:10]=[C:11]2[S:15][CH2:14][C:13]3([CH2:16][CH2:17][CH2:18][CH2:19]3)[N:12]2[CH:20]2[CH2:21][CH2:22][CH2:23][CH2:24]2)=[C:6]([CH2:25][CH3:26])[CH:5]=1)(=[O:2])[CH3:29]. (6) Given the reactants FC(F)(F)C(O)=O.[CH:8]([O:11][C:12]1[CH:13]=[C:14]([C:18]2[CH:43]=[CH:42][C:21]3[N:22]=[C:23]([C:25]4[N:29](COCC[Si](C)(C)C)[C:28]5[CH:38]=[CH:39][CH:40]=[CH:41][C:27]=5[N:26]=4)[O:24][C:20]=3[CH:19]=2)[CH:15]=[N:16][CH:17]=1)([CH3:10])[CH3:9], predict the reaction product. The product is: [NH:26]1[C:27]2[CH:41]=[CH:40][CH:39]=[CH:38][C:28]=2[N:29]=[C:25]1[C:23]1[O:24][C:20]2[CH:19]=[C:18]([C:14]3[CH:15]=[N:16][CH:17]=[C:12]([O:11][CH:8]([CH3:10])[CH3:9])[CH:13]=3)[CH:43]=[CH:42][C:21]=2[N:22]=1. (7) The product is: [Cl:25][C:17]1[C:8]([C:5]2[CH:6]=[CH:7][C:2]([F:1])=[CH:3][CH:4]=2)=[N:9][C:10]2[C:15]([N:16]=1)=[CH:14][C:13]([C:19]([O:21][CH3:22])=[O:20])=[CH:12][CH:11]=2. Given the reactants [F:1][C:2]1[CH:7]=[CH:6][C:5]([C:8]2[C:17](=O)[NH:16][C:15]3[C:10](=[CH:11][CH:12]=[C:13]([C:19]([O:21][CH3:22])=[O:20])[CH:14]=3)[N:9]=2)=[CH:4][CH:3]=1.P(Cl)(Cl)([Cl:25])=O, predict the reaction product. (8) Given the reactants [NH2:1][CH2:2][C@@H:3]1[CH2:8][CH2:7][C@H:6]([NH:9][C:10]2[CH:19]=[C:18]([CH3:20])[C:17]3[C:12](=[CH:13][CH:14]=[CH:15][CH:16]=3)[N:11]=2)[CH2:5][CH2:4]1.[Cl:21][C:22]1[CH:27]=[CH:26][CH:25]=[C:24]([N:28]=[C:29]=[O:30])[C:23]=1[Cl:31].O.Cl, predict the reaction product. The product is: [ClH:21].[Cl:31][C:23]1[C:22]([Cl:21])=[CH:27][CH:26]=[CH:25][C:24]=1[NH:28][C:29]([NH:1][CH2:2][C@H:3]1[CH2:4][CH2:5][C@@H:6]([NH:9][C:10]2[CH:19]=[C:18]([CH3:20])[C:17]3[C:12](=[CH:13][CH:14]=[CH:15][CH:16]=3)[N:11]=2)[CH2:7][CH2:8]1)=[O:30].